Dataset: Full USPTO retrosynthesis dataset with 1.9M reactions from patents (1976-2016). Task: Predict the reactants needed to synthesize the given product. Given the product [C:26]([O:25][C:23]([NH:1][C:2]1[CH:3]=[C:4]2[C:8](=[CH:9][CH:10]=1)[NH:7][C:6]([C:11]([O:13][CH2:14][CH3:15])=[O:12])=[CH:5]2)=[O:24])([CH3:29])([CH3:28])[CH3:27], predict the reactants needed to synthesize it. The reactants are: [NH2:1][C:2]1[CH:3]=[C:4]2[C:8](=[CH:9][CH:10]=1)[NH:7][C:6]([C:11]([O:13][CH2:14][CH3:15])=[O:12])=[CH:5]2.C(N(CC)CC)C.[C:23](O[C:23]([O:25][C:26]([CH3:29])([CH3:28])[CH3:27])=[O:24])([O:25][C:26]([CH3:29])([CH3:28])[CH3:27])=[O:24].[Cl-].[NH4+].